From a dataset of Peptide-MHC class II binding affinity with 134,281 pairs from IEDB. Regression. Given a peptide amino acid sequence and an MHC pseudo amino acid sequence, predict their binding affinity value. This is MHC class II binding data. (1) The peptide sequence is AFVGLFSVLIALALI. The MHC is HLA-DQA10501-DQB10201 with pseudo-sequence HLA-DQA10501-DQB10201. The binding affinity (normalized) is 0.0575. (2) The peptide sequence is GEALSTLVVNKIRGT. The MHC is DRB1_0701 with pseudo-sequence DRB1_0701. The binding affinity (normalized) is 0.284. (3) The peptide sequence is EIGWEAGTAAPDEIP. The MHC is HLA-DPA10103-DPB10401 with pseudo-sequence HLA-DPA10103-DPB10401. The binding affinity (normalized) is 0.217. (4) The peptide sequence is GEVPSTEDLVNLLPAILSPG. The MHC is DRB1_0101 with pseudo-sequence DRB1_0101. The binding affinity (normalized) is 0.976. (5) The peptide sequence is DKCPSTGEAHLAEEN. The MHC is DRB1_0701 with pseudo-sequence DRB1_0701. The binding affinity (normalized) is 0. (6) The peptide sequence is SKISGEWYSIFLASD. The MHC is DRB3_0101 with pseudo-sequence DRB3_0101. The binding affinity (normalized) is 0.500. (7) The peptide sequence is TKEDLFGKKNLIPSS. The MHC is DRB1_0701 with pseudo-sequence DRB1_0701. The binding affinity (normalized) is 0.304.